This data is from Reaction yield outcomes from USPTO patents with 853,638 reactions. The task is: Predict the reaction yield, written as a fraction of the theoretical maximum amount of product (1.0 means a 100% yield; for example, 0.34 means a 34% yield). (1) The reactants are C[O:2][C:3]([C:5]1[C:10]([NH2:11])=[N:9][CH:8]=[CH:7][N:6]=1)=O.[H-].C([Al+]CC(C)C)C(C)C. The product is [NH2:11][C:10]1[C:5]([CH:3]=[O:2])=[N:6][CH:7]=[CH:8][N:9]=1. The catalyst is C1COCC1. The yield is 0.340. (2) The reactants are C([O:8][C:9]1[C:14]([Br:15])=[CH:13][C:12]([C:16]2[C:24]3[C:23]([OH:25])=[C:22]([C:26]#[N:27])[C:21](=[O:28])[NH:20][C:19]=3[S:18][CH:17]=2)=[CH:11][C:10]=1[Br:29])C1C=CC=CC=1. The catalyst is Br.CC(O)=O. The product is [Br:29][C:10]1[CH:11]=[C:12]([C:16]2[C:24]3[C:23]([OH:25])=[C:22]([C:26]#[N:27])[C:21](=[O:28])[NH:20][C:19]=3[S:18][CH:17]=2)[CH:13]=[C:14]([Br:15])[C:9]=1[OH:8]. The yield is 0.600. (3) The reactants are [N:1]1[CH:6]=[CH:5][CH:4]=[CH:3][CH:2]=1.[C:7]1([CH3:13])[CH:12]=[CH:11][CH:10]=[CH:9][CH:8]=1.C(Br)C1C=CC=CC=1.[BH4-].[Na+]. The catalyst is O.C(O)C. The product is [CH2:13]([N:1]1[CH2:6][CH:5]=[CH:4][CH2:3][CH2:2]1)[C:7]1[CH:12]=[CH:11][CH:10]=[CH:9][CH:8]=1. The yield is 0.710. (4) The reactants are [ClH:1].Cl.[NH2:3][CH2:4][C@@:5]1([OH:13])[CH:10]2[CH2:11][CH2:12][N:7]([CH2:8][CH2:9]2)[CH2:6]1.C([O-])([O-])=O.[Cs+].[Cs+].N([C:23]1C=[C:27]([C:29]2C=NC=CC=2)[N:26]=[CH:25][N:24]=1)=C=S.C(N=C=[N:40][CH:41](C)C)(C)C. The catalyst is CN(C)C=O. The product is [Cl:1][C:29]1[N:40]=[CH:41][C:25]([NH:24][C:23]2[O:13][C@@:5]3([CH2:4][N:3]=2)[CH:10]2[CH2:9][CH2:8][N:7]([CH2:12][CH2:11]2)[CH2:6]3)=[N:26][CH:27]=1. The yield is 0.350.